From a dataset of Full USPTO retrosynthesis dataset with 1.9M reactions from patents (1976-2016). Predict the reactants needed to synthesize the given product. (1) Given the product [Cl:1][C:2]1[CH:11]=[C:10]2[C:5]([CH2:6][CH2:7][N:8]([C:16]3[CH:17]=[N:18][CH:19]=[CH:20][C:21]=3[CH3:22])[C:9]2=[O:12])=[CH:4][C:3]=1[O:13][CH3:14], predict the reactants needed to synthesize it. The reactants are: [Cl:1][C:2]1[CH:11]=[C:10]2[C:5]([CH2:6][CH2:7][NH:8][C:9]2=[O:12])=[CH:4][C:3]=1[O:13][CH3:14].I[C:16]1[CH:17]=[N:18][CH:19]=[CH:20][C:21]=1[CH3:22].P([O-])([O-])([O-])=O.[K+].[K+].[K+]. (2) Given the product [CH3:1][O:2][C:3]1[CH:4]=[CH:5][C:6]([N:9]2[CH:13]=[C:12]([C:17]#[N:18])[C:11]([C:19]([F:22])([F:20])[F:21])=[N:10]2)=[CH:7][CH:8]=1, predict the reactants needed to synthesize it. The reactants are: [CH3:1][O:2][C:3]1[CH:8]=[CH:7][C:6]([N:9]2[C:13](C(O)=O)=[C:12]([C:17]#[N:18])[C:11]([C:19]([F:22])([F:21])[F:20])=[N:10]2)=[CH:5][CH:4]=1.C(Cl)(=O)C(Cl)=O. (3) Given the product [CH2:31]([N:33]([CH3:34])[CH2:35][C:36]([N:38]1[C:46]2[C:41](=[CH:42][C:43]([O:48][CH3:49])=[C:44]([NH:47][C:2]3[N:15]4[C:6](=[N:7][C:8]5[C:13]([C:14]4=[O:16])=[C:12]([F:17])[CH:11]=[CH:10][CH:9]=5)[C:5]4[CH:18]=[CH:19][N:20]([S:21]([C:24]5[CH:25]=[CH:26][C:27]([CH3:30])=[CH:28][CH:29]=5)(=[O:23])=[O:22])[C:4]=4[N:3]=3)[CH:45]=2)[CH2:40][CH2:39]1)=[O:37])[CH3:32], predict the reactants needed to synthesize it. The reactants are: Cl[C:2]1[N:15]2[C:6](=[N:7][C:8]3[C:13]([C:14]2=[O:16])=[C:12]([F:17])[CH:11]=[CH:10][CH:9]=3)[C:5]2[CH:18]=[CH:19][N:20]([S:21]([C:24]3[CH:29]=[CH:28][C:27]([CH3:30])=[CH:26][CH:25]=3)(=[O:23])=[O:22])[C:4]=2[N:3]=1.[CH2:31]([N:33]([CH2:35][C:36]([N:38]1[C:46]2[C:41](=[CH:42][C:43]([O:48][CH3:49])=[C:44]([NH2:47])[CH:45]=2)[CH2:40][CH2:39]1)=[O:37])[CH3:34])[CH3:32]. (4) Given the product [Cl-:25].[C:32]1([C:30]2[O:29][N:28]=[C:27]([CH2:26][N+:13]34[CH2:18][CH2:17][CH:16]([CH2:15][CH2:14]3)[C@@H:11]([O:10][C:8](=[O:9])[CH:7]([C:1]3[CH:6]=[CH:5][CH:4]=[CH:3][CH:2]=3)[N:19]3[CH2:24][CH2:23][CH2:22][CH2:21][CH2:20]3)[CH2:12]4)[N:31]=2)[CH:33]=[CH:34][CH:35]=[CH:36][CH:37]=1, predict the reactants needed to synthesize it. The reactants are: [C:1]1([CH:7]([N:19]2[CH2:24][CH2:23][CH2:22][CH2:21][CH2:20]2)[C:8]([O:10][C@@H:11]2[CH:16]3[CH2:17][CH2:18][N:13]([CH2:14][CH2:15]3)[CH2:12]2)=[O:9])[CH:6]=[CH:5][CH:4]=[CH:3][CH:2]=1.[Cl:25][CH2:26][C:27]1[N:31]=[C:30]([C:32]2[CH:37]=[CH:36][CH:35]=[CH:34][CH:33]=2)[O:29][N:28]=1. (5) Given the product [CH3:17][N:2]([CH3:1])[C:3]1([C:11]2[CH:12]=[CH:13][CH:14]=[CH:15][CH:16]=2)[CH2:8][CH2:7][C:6]2([C:25]3[NH:26][C:21]4[C:22]([C:24]=3[CH2:27][CH2:28][O:9]2)=[CH:23][CH:18]=[CH:19][CH:20]=4)[CH:5]([CH3:10])[CH2:4]1, predict the reactants needed to synthesize it. The reactants are: [CH3:1][N:2]([CH3:17])[C:3]1([C:11]2[CH:16]=[CH:15][CH:14]=[CH:13][CH:12]=2)[CH2:8][CH2:7][C:6](=[O:9])[CH:5]([CH3:10])[CH2:4]1.[CH:18]1[CH:19]=[CH:20][C:21]2[NH:26][CH:25]=[C:24]([CH2:27][CH2:28]O)[C:22]=2[CH:23]=1.FC(F)(F)S(O)(=O)=O.[OH-].[Na+]. (6) Given the product [NH2:19][C:18]1[N:17]=[CH:16][C:15]2[C:20]([C:23]3[CH2:24][CH2:25][N:26]([C:36]([NH:35][C:29]4[CH:34]=[CH:33][CH:32]=[CH:31][CH:30]=4)=[O:37])[CH2:27][CH:28]=3)=[CH:21][O:22][C:14]=2[C:13]=1[O:12][C@@H:10]([C:3]1[C:4]([Cl:9])=[CH:5][CH:6]=[C:7]([F:8])[C:2]=1[Cl:1])[CH3:11], predict the reactants needed to synthesize it. The reactants are: [Cl:1][C:2]1[C:7]([F:8])=[CH:6][CH:5]=[C:4]([Cl:9])[C:3]=1[C@H:10]([O:12][C:13]1[C:14]2[O:22][CH:21]=[C:20]([C:23]3[CH2:24][CH2:25][NH:26][CH2:27][CH:28]=3)[C:15]=2[CH:16]=[N:17][C:18]=1[NH2:19])[CH3:11].[C:29]1([N:35]=[C:36]=[O:37])[CH:34]=[CH:33][CH:32]=[CH:31][CH:30]=1.CCN(C(C)C)C(C)C. (7) Given the product [NH2:21][C:18]1[CH:19]=[CH:20][C:15]([O:14][C:11]2[CH:12]=[CH:13][C:8]([C:6]([NH:5][C:1]([CH3:3])([CH3:4])[CH3:2])=[O:7])=[N:9][CH:10]=2)=[C:16]([Cl:24])[CH:17]=1, predict the reactants needed to synthesize it. The reactants are: [C:1]([NH:5][C:6]([C:8]1[CH:13]=[CH:12][C:11]([O:14][C:15]2[CH:20]=[CH:19][C:18]([N+:21]([O-])=O)=[CH:17][C:16]=2[Cl:24])=[CH:10][N:9]=1)=[O:7])([CH3:4])([CH3:3])[CH3:2].[Cl-].[Ca+2].[Cl-]. (8) Given the product [OH:19][CH2:18][CH2:17][CH2:16][CH2:15][CH2:14][CH2:13][O:12][C:9]1[CH:8]=[CH:7][C:6]([CH:5]=[CH:4][C:3]([OH:20])=[O:2])=[CH:11][CH:10]=1, predict the reactants needed to synthesize it. The reactants are: C[O:2][C:3](=[O:20])[CH:4]=[CH:5][C:6]1[CH:11]=[CH:10][C:9]([O:12][CH2:13][CH2:14][CH2:15][CH2:16][CH2:17][CH2:18][OH:19])=[CH:8][CH:7]=1.CO.[OH-].[K+]. (9) Given the product [Cl:21][C:8]1[CH:9]=[C:10]([NH:13][S:14]([C:17]([F:20])([F:19])[F:18])(=[O:16])=[O:15])[CH:11]=[CH:12][C:7]=1[C:5]1[N:6]=[C:2]([C:31]2[N:27]([CH2:22][CH2:23][CH:24]([CH3:26])[CH3:25])[N:28]=[CH:29][CH:30]=2)[S:3][CH:4]=1, predict the reactants needed to synthesize it. The reactants are: Br[C:2]1[S:3][CH:4]=[C:5]([C:7]2[CH:12]=[CH:11][C:10]([NH:13][S:14]([C:17]([F:20])([F:19])[F:18])(=[O:16])=[O:15])=[CH:9][C:8]=2[Cl:21])[N:6]=1.[CH2:22]([N:27]1[C:31](B2OC(C)(C)C(C)(C)O2)=[CH:30][CH:29]=[N:28]1)[CH2:23][CH:24]([CH3:26])[CH3:25].C(=O)([O-])[O-].[Na+].[Na+].CN(C)C=O. (10) Given the product [C:17]([CH:25]([O:24][SiH:1]([CH3:3])[CH3:2])[C:26]1[CH:27]=[CH:10][N:11]=[CH:12][CH:13]=1)([CH3:20])([CH3:18])[CH3:16], predict the reactants needed to synthesize it. The reactants are: [Si:1](Cl)(C(C)(C)C)([CH3:3])[CH3:2].N1[CH:13]=[CH:12][N:11]=[CH:10]1.N1C=[CH:18][C:17]([CH2:20]O)=[CH:16]C=1.C([O:24][CH2:25][CH3:26])C.[CH3:27]N(C=O)C.